Task: Regression/Classification. Given a drug SMILES string, predict its absorption, distribution, metabolism, or excretion properties. Task type varies by dataset: regression for continuous measurements (e.g., permeability, clearance, half-life) or binary classification for categorical outcomes (e.g., BBB penetration, CYP inhibition). Dataset: cyp3a4_veith.. Dataset: CYP3A4 inhibition data for predicting drug metabolism from PubChem BioAssay The compound is Cc1ccc(CNC(=O)[C@H]2C[C@@H]2[C@H](NP(=O)(c2ccccc2)c2ccccc2)c2ccccc2)c(F)c1F. The result is 1 (inhibitor).